Dataset: NCI-60 drug combinations with 297,098 pairs across 59 cell lines. Task: Regression. Given two drug SMILES strings and cell line genomic features, predict the synergy score measuring deviation from expected non-interaction effect. Drug 1: C1=CC(=CC=C1CC(C(=O)O)N)N(CCCl)CCCl.Cl. Drug 2: COCCOC1=C(C=C2C(=C1)C(=NC=N2)NC3=CC=CC(=C3)C#C)OCCOC.Cl. Cell line: KM12. Synergy scores: CSS=14.6, Synergy_ZIP=4.20, Synergy_Bliss=11.2, Synergy_Loewe=10.1, Synergy_HSA=10.4.